From a dataset of Reaction yield outcomes from USPTO patents with 853,638 reactions. Predict the reaction yield, written as a fraction of the theoretical maximum amount of product (1.0 means a 100% yield; for example, 0.34 means a 34% yield). The reactants are [CH:1]([C:4]1[C:12]([C:13](=[O:17])[CH:14]([CH3:16])[CH3:15])=[C:7]2[CH:8]=[CH:9][CH:10]=[CH:11][N:6]2[N:5]=1)([CH3:3])[CH3:2].[I-].N[N+]1C=CC=CC=1C.C([O-])([O-])=O.[K+].[K+].[OH-].[Na+]. The yield is 0.329. The product is [CH:1]([C:4]1[CH:12]=[C:7]2[CH:8]=[CH:9][CH:10]=[CH:11][N:6]2[N:5]=1)([CH3:3])[CH3:2].[CH:1]([C:4]1[C:12]([C:13](=[O:17])[CH:14]([CH3:16])[CH3:15])=[C:7]2[CH:8]=[CH:9][CH:10]=[CH:11][N:6]2[N:5]=1)([CH3:3])[CH3:2]. The catalyst is C(OC(=O)C(C)C)(=O)C(C)C.C(OCC)(=O)C.O.